Dataset: Forward reaction prediction with 1.9M reactions from USPTO patents (1976-2016). Task: Predict the product of the given reaction. (1) Given the reactants [Cl:1][C:2]1[C:16]([Cl:17])=[CH:15][C:5]2[NH:6][C:7]([C:9](=[O:14])[C:10]([F:13])([F:12])[F:11])=[N:8][C:4]=2[CH:3]=1.Br[CH2:19][C:20](=[CH2:24])[C:21]([OH:23])=[O:22].[In].Cl, predict the reaction product. The product is: [Cl:17][C:16]1[C:2]([Cl:1])=[CH:3][C:4]2[NH:8][C:7]([C:9]([OH:14])([C:10]([F:13])([F:11])[F:12])[CH2:24][C:20](=[CH2:19])[C:21]([OH:23])=[O:22])=[N:6][C:5]=2[CH:15]=1. (2) Given the reactants [CH3:1]/[C:2](/[CH2:7][CH2:8]/[CH:9]=[C:10](\[CH3:17])/[CH2:11][CH2:12][CH:13]=[C:14]([CH3:16])[CH3:15])=[CH:3]\[CH2:4][CH:5]=[CH2:6].C=C[C:20]1[CH:25]=[CH:24][CH:23]=[CH:22][CH:21]=1, predict the reaction product. The product is: [CH3:1]/[C:2](/[CH2:7][CH2:8]/[CH:9]=[C:10](\[CH3:17])/[CH2:11][CH2:12][CH:13]=[C:14]([CH3:16])[CH3:15])=[CH:3]\[CH2:4]/[CH:5]=[CH:6]/[C:20]1[CH:25]=[CH:24][CH:23]=[CH:22][CH:21]=1. (3) Given the reactants [NH2:1][C:2](=[O:34])[C@H:3]([NH:8][C:9]1[N:14]=[C:13]([O:15][CH2:16][C:17]2[CH:22]=[CH:21][CH:20]=[CH:19][CH:18]=2)[C:12]([C:23]([NH2:25])=[O:24])=[C:11]([N:26](I)[C:27]2[CH:32]=[CH:31][CH:30]=[CH:29][CH:28]=2)[N:10]=1)[CH2:4][CH:5]([CH3:7])[CH3:6].[N:35]1[CH:40]=[CH:39][CH:38]=[C:37](B(O)O)[CH:36]=1.COCCOC.CCO.O.O, predict the reaction product. The product is: [NH2:1][C:2](=[O:34])[C@H:3]([NH:8][C:9]1[N:14]=[C:13]([O:15][CH2:16][C:17]2[CH:22]=[CH:21][CH:20]=[CH:19][CH:18]=2)[C:12]([C:23]([NH2:25])=[O:24])=[C:11]([NH:26][C:27]2[CH:32]=[CH:31][C:30]([C:37]3[CH:36]=[N:35][CH:40]=[CH:39][CH:38]=3)=[CH:29][CH:28]=2)[N:10]=1)[CH2:4][CH:5]([CH3:7])[CH3:6]. (4) Given the reactants C[Si](C)(C)N[Si](C)(C)C.[Li].[O:11]=[C:12]1[CH2:16][CH:15]([CH2:17][CH2:18][CH3:19])[CH2:14][N:13]1[C:20]([O:22][C:23]([CH3:26])([CH3:25])[CH3:24])=[O:21].[CH2:27](Br)[C:28]1[CH:33]=[CH:32][CH:31]=[CH:30][CH:29]=1.[Cl-].[NH4+], predict the reaction product. The product is: [CH2:27]([CH:16]1[CH:15]([CH2:17][CH2:18][CH3:19])[CH2:14][N:13]([C:20]([O:22][C:23]([CH3:25])([CH3:24])[CH3:26])=[O:21])[C:12]1=[O:11])[C:28]1[CH:33]=[CH:32][CH:31]=[CH:30][CH:29]=1.